From a dataset of Forward reaction prediction with 1.9M reactions from USPTO patents (1976-2016). Predict the product of the given reaction. (1) Given the reactants [H-].[Na+].[CH3:3][O:4][C:5]1[CH:12]=[CH:11][CH:10]=[CH:9][C:6]=1[CH:7]=O.[CH3:13]S(C)=O, predict the reaction product. The product is: [CH3:3][O:4][C:5]1[CH:12]=[CH:11][CH:10]=[CH:9][C:6]=1[CH:7]=[CH2:13]. (2) Given the reactants S(Cl)([Cl:3])=O.[N:5]1[CH:10]=[CH:9][CH:8]=[CH:7][C:6]=1[C:11]([OH:13])=O.[CH3:14][N:15]([CH3:19])[CH2:16][CH2:17][NH2:18], predict the reaction product. The product is: [Cl:3][C:8]1[CH:9]=[CH:10][N:5]=[C:6]([C:11]([NH:18][CH2:17][CH2:16][N:15]([CH3:19])[CH3:14])=[O:13])[CH:7]=1. (3) Given the reactants [C:1]([C@@H:3]([NH:5][C:6](=[O:12])OC(C)(C)C)[CH3:4])#[N:2].[CH2:13]([O:20][C:21]1[CH:22]=[C:23]([CH:34]=[CH:35][CH:36]=1)[O:24][C:25]1[CH:33]=[CH:32][C:28](C(O)=O)=[CH:27][CH:26]=1)[C:14]1[CH:19]=[CH:18][CH:17]=[CH:16][CH:15]=1, predict the reaction product. The product is: [CH2:13]([O:20][C:21]1[CH:22]=[C:23]([CH:34]=[CH:35][CH:36]=1)[O:24][C:25]1[CH:26]=[CH:27][C:28]([C:6]([NH:5][C@H:3]([C:1]#[N:2])[CH3:4])=[O:12])=[CH:32][CH:33]=1)[C:14]1[CH:15]=[CH:16][CH:17]=[CH:18][CH:19]=1. (4) Given the reactants C[O:2][C:3]([C@H:5]1[CH2:10][CH2:9][CH2:8][CH2:7][C@H:6]1[NH2:11])=O.[NH3:12], predict the reaction product. The product is: [NH2:11][C@@H:6]1[CH2:7][CH2:8][CH2:9][CH2:10][C@@H:5]1[C:3]([NH2:12])=[O:2].